From a dataset of Peptide-MHC class I binding affinity with 185,985 pairs from IEDB/IMGT. Regression. Given a peptide amino acid sequence and an MHC pseudo amino acid sequence, predict their binding affinity value. This is MHC class I binding data. The peptide sequence is LWPVTLACF. The MHC is HLA-A23:01 with pseudo-sequence HLA-A23:01. The binding affinity (normalized) is 0.655.